Dataset: Full USPTO retrosynthesis dataset with 1.9M reactions from patents (1976-2016). Task: Predict the reactants needed to synthesize the given product. (1) Given the product [CH3:15][N:16]1[CH:20]=[CH:19][N:18]=[C:17]1[S:21]([C:24](=[CH:13][C:7]1[C:6]2[C:10](=[CH:11][CH:12]=[C:4]([N+:1]([O-:3])=[O:2])[CH:5]=2)[NH:9][CH:8]=1)[C:25]#[N:26])(=[O:23])=[O:22], predict the reactants needed to synthesize it. The reactants are: [N+:1]([C:4]1[CH:5]=[C:6]2[C:10](=[CH:11][CH:12]=1)[NH:9][CH:8]=[C:7]2[CH:13]=O)([O-:3])=[O:2].[CH3:15][N:16]1[CH:20]=[CH:19][N:18]=[C:17]1[S:21]([CH2:24][C:25]#[N:26])(=[O:23])=[O:22]. (2) Given the product [C:1]([O:5][C:6](=[O:27])[NH:7][CH2:8][CH:9]1[CH2:14][CH2:13][CH:12]([CH2:15][NH:16][C:17]2[C:22]([N+:23]([O-:25])=[O:24])=[CH:21][N:20]=[C:19]([NH:37][CH2:38][C:39]3[CH:50]=[CH:49][CH:48]=[C:41]([C:42](=[O:43])[NH:44][CH2:45][CH2:46][OH:47])[CH:40]=3)[N:18]=2)[CH2:11][CH2:10]1)([CH3:4])([CH3:3])[CH3:2], predict the reactants needed to synthesize it. The reactants are: [C:1]([O:5][C:6](=[O:27])[NH:7][CH2:8][C@H:9]1[CH2:14][CH2:13][C@H:12]([CH2:15][NH:16][C:17]2[C:22]([N+:23]([O-:25])=[O:24])=[CH:21][N:20]=[C:19](Cl)[N:18]=2)[CH2:11][CH2:10]1)([CH3:4])([CH3:3])[CH3:2].CCN(C(C)C)C(C)C.[NH2:37][CH2:38][C:39]1[CH:40]=[C:41]([CH:48]=[CH:49][CH:50]=1)[C:42]([NH:44][CH2:45][CH2:46][OH:47])=[O:43]. (3) Given the product [Cl:24][C:20]1[C:19]2[N:15]([CH2:14][CH:10]3[CH2:11][CH2:12][CH2:13][NH:8][CH2:9]3)[C:16]([NH2:25])=[N:17][C:18]=2[CH:23]=[CH:22][CH:21]=1, predict the reactants needed to synthesize it. The reactants are: C(OC([N:8]1[CH2:13][CH2:12][CH2:11][CH:10]([CH2:14][N:15]2[C:19]3[C:20]([Cl:24])=[CH:21][CH:22]=[CH:23][C:18]=3[N:17]=[C:16]2[NH2:25])[CH2:9]1)=O)(C)(C)C.FC(F)(F)C(O)=O.CC[NH+](CC)CC.CC[NH+](CC)CC.C([O-])([O-])=O.Cl.C(OCC)C. (4) Given the product [NH2:30][CH2:29][CH2:28][C:27]1[C:16]2[N:15]=[C:14]([CH2:13][N:6]3[C:7]4[CH:12]=[CH:11][CH:10]=[CH:9][C:8]=4[N:4]([CH:1]([CH3:2])[CH3:3])[C:5]3=[O:31])[N:18]([CH2:19][CH2:20][CH:21]([CH3:23])[CH3:22])[C:17]=2[CH:24]=[CH:25][CH:26]=1, predict the reactants needed to synthesize it. The reactants are: [CH:1]([N:4]1[C:8]2[CH:9]=[CH:10][CH:11]=[CH:12][C:7]=2[N:6]([CH2:13][C:14]2[N:18]([CH2:19][CH2:20][CH:21]([CH3:23])[CH3:22])[C:17]3[CH:24]=[CH:25][CH:26]=[C:27]([CH2:28][C:29]#[N:30])[C:16]=3[N:15]=2)[C:5]1=[O:31])([CH3:3])[CH3:2]. (5) Given the product [Br:1][C:2]1[CH:3]=[C:4]2[C:9](=[CH:10][CH:11]=1)[NH:8][C:7](=[O:12])[C:6]([C:13]1[S:14][CH:15]=[CH:16][CH:17]=1)=[C:5]2[CH:18]=[O:19], predict the reactants needed to synthesize it. The reactants are: [Br:1][C:2]1[CH:3]=[C:4]2[C:9](=[CH:10][CH:11]=1)[NH:8][C:7](=[O:12])[C:6]([C:13]1[S:14][CH:15]=[CH:16][CH:17]=1)=[C:5]2[CH2:18][OH:19].C(OC1C(OC(=O)C)=C(I)C=CC=1)(=O)C.CC1(C)N([O])C(C)(C)CCC1.